From a dataset of Reaction yield outcomes from USPTO patents with 853,638 reactions. Predict the reaction yield, written as a fraction of the theoretical maximum amount of product (1.0 means a 100% yield; for example, 0.34 means a 34% yield). (1) The reactants are O=C1C2C(=CC=CC=2)C(=O)[N:3]1[CH2:12][CH2:13][CH2:14][CH2:15][C:16]1[CH:21]=[CH:20][C:19]([O:22][C:23](=[S:27])[N:24]([CH3:26])[CH3:25])=[CH:18][CH:17]=1.CN. No catalyst specified. The product is [NH2:3][CH2:12][CH2:13][CH2:14][CH2:15][C:16]1[CH:21]=[CH:20][C:19]([O:22][C:23](=[S:27])[N:24]([CH3:25])[CH3:26])=[CH:18][CH:17]=1. The yield is 0.460. (2) The reactants are Br[C:2]1[O:6][C:5]([CH2:7][O:8][C:9]2[C:10]([F:19])=[C:11]([C:15]([F:18])=[CH:16][CH:17]=2)[C:12]([NH2:14])=[O:13])=[N:4][C:3]=1[C:20]1[CH:25]=[CH:24][C:23]([O:26][CH3:27])=[CH:22][CH:21]=1.O.[OH-].[Na+]. The catalyst is C(O)(=O)C.[Zn]. The product is [F:19][C:10]1[C:9]([O:8][CH2:7][C:5]2[O:6][CH:2]=[C:3]([C:20]3[CH:25]=[CH:24][C:23]([O:26][CH3:27])=[CH:22][CH:21]=3)[N:4]=2)=[CH:17][CH:16]=[C:15]([F:18])[C:11]=1[C:12]([NH2:14])=[O:13]. The yield is 0.400.